This data is from Forward reaction prediction with 1.9M reactions from USPTO patents (1976-2016). The task is: Predict the product of the given reaction. The product is: [C:1]([N:35]1[CH2:34][CH2:33][CH:32]([N:30]2[CH:31]=[C:27]([C:8]3[C:9]([O:25][CH3:26])=[C:10]([CH:12]([N:14]4[C:18]5=[N:19][CH:20]=[N:21][C:22]([NH2:23])=[C:17]5[C:16]([CH3:24])=[N:15]4)[CH3:13])[CH:11]=[C:6]([Cl:5])[C:7]=3[CH3:38])[CH:28]=[N:29]2)[CH2:37][CH2:36]1)(=[O:3])[CH3:2]. Given the reactants [C:1](Cl)(=[O:3])[CH3:2].[Cl:5][C:6]1[C:7]([CH3:38])=[C:8]([C:27]2[CH:28]=[N:29][N:30]([CH:32]3[CH2:37][CH2:36][NH:35][CH2:34][CH2:33]3)[CH:31]=2)[C:9]([O:25][CH3:26])=[C:10]([CH:12]([N:14]2[C:18]3=[N:19][CH:20]=[N:21][C:22]([NH2:23])=[C:17]3[C:16]([CH3:24])=[N:15]2)[CH3:13])[CH:11]=1.C(N(CC)C(C)C)(C)C, predict the reaction product.